From a dataset of Forward reaction prediction with 1.9M reactions from USPTO patents (1976-2016). Predict the product of the given reaction. (1) Given the reactants Br[CH2:2][C:3]1[CH:12]=[CH:11][C:10]2[C:5](=[CH:6][CH:7]=[CH:8][C:9]=2[N+:13]([O-:15])=[O:14])[N:4]=1.[NH:16]1[CH2:21][CH2:20][O:19][CH2:18][CH2:17]1.C(=O)([O-])[O-].[K+].[K+], predict the reaction product. The product is: [N:16]1([CH2:2][C:3]2[CH:12]=[CH:11][C:10]3[C:5](=[CH:6][CH:7]=[CH:8][C:9]=3[N+:13]([O-:15])=[O:14])[N:4]=2)[CH2:21][CH2:20][O:19][CH2:18][CH2:17]1. (2) Given the reactants [NH2:1][C:2]1[CH:11]=[CH:10][CH:9]=[C:8]2[C:3]=1[CH:4]=[CH:5][CH:6]=[N:7]2.C(N(CC)CC)C.[Cl:19][C:20]([Cl:25])([Cl:24])[C:21](Cl)=[O:22], predict the reaction product. The product is: [Cl:19][C:20]([Cl:25])([Cl:24])[C:21]([NH:1][C:2]1[CH:11]=[CH:10][CH:9]=[C:8]2[C:3]=1[CH:4]=[CH:5][CH:6]=[N:7]2)=[O:22]. (3) Given the reactants [C:1]1([CH2:7][S:8]([NH2:11])(=[O:10])=[O:9])[CH:6]=[CH:5][CH:4]=[CH:3][CH:2]=1.O1COCO[CH2:13]1, predict the reaction product. The product is: [CH2:7]1[S:8](=[O:9])(=[O:10])[NH:11][CH2:13][C:6]2[CH:5]=[CH:4][CH:3]=[CH:2][C:1]1=2. (4) Given the reactants [C:1]1(=O)[CH2:6][CH2:5][CH2:4][CH2:3][CH2:2]1.[CH2:8]([O:10][C:11](=[O:20])[C:12](=[CH:18][NH2:19])[C:13]([O:15][CH2:16][CH3:17])=[O:14])[CH3:9].C1(C)C=CC(S(O)(=O)=O)=CC=1, predict the reaction product. The product is: [CH2:16]([O:15][C:13](=[O:14])[C:12](=[CH:18][NH:19][C:1]1[CH2:6][CH2:5][CH2:4][CH2:3][CH:2]=1)[C:11]([O:10][CH2:8][CH3:9])=[O:20])[CH3:17]. (5) Given the reactants [NH2:1][C@@H:2]1[C:8](=[O:9])[N:7]2[C@H:10]([C:14]([O:16][C:17]([CH3:20])([CH3:19])[CH3:18])=[O:15])[CH2:11][CH2:12][CH2:13][N:6]2[C:5](=[O:21])[CH2:4][CH2:3]1.CN(C=O)C.C(=O)([O-])[O-].[Na+].[Na+].[C:33](Cl)(=[O:42])[O:34][CH2:35][C:36]1[CH:41]=[CH:40][CH:39]=[CH:38][CH:37]=1, predict the reaction product. The product is: [C:17]([O:16][C:14]([C@H:10]1[N:7]2[C:8](=[O:9])[C@@H:2]([NH:1][C:33]([O:34][CH2:35][C:36]3[CH:41]=[CH:40][CH:39]=[CH:38][CH:37]=3)=[O:42])[CH2:3][CH2:4][C:5](=[O:21])[N:6]2[CH2:13][CH2:12][CH2:11]1)=[O:15])([CH3:18])([CH3:20])[CH3:19]. (6) Given the reactants [C:1]([C:3]1[CH:8]=[CH:7][C:6]([CH:9]2[N:14]([CH2:15][C:16](O)=[O:17])[C:13](=[O:19])[N:12]([C:20]3[CH:25]=[CH:24][CH:23]=[C:22]([C:26]([F:29])([F:28])[F:27])[CH:21]=3)[C:11]([CH3:30])=[C:10]2[C:31]([CH:33]2[CH2:35][CH2:34]2)=[O:32])=[CH:5][CH:4]=1)#[N:2].C1(N=C=NC2CCCCC2)CCCCC1.[C:51]([C:53]1[CH:58]=[CH:57][C:56]([S:59]([NH2:62])(=[O:61])=[O:60])=[CH:55][CH:54]=1)#[N:52], predict the reaction product. The product is: [C:1]([C:3]1[CH:8]=[CH:7][C:6]([CH:9]2[N:14]([CH2:15][C:16]([NH:62][S:59]([C:56]3[CH:55]=[CH:54][C:53]([C:51]#[N:52])=[CH:58][CH:57]=3)(=[O:60])=[O:61])=[O:17])[C:13](=[O:19])[N:12]([C:20]3[CH:25]=[CH:24][CH:23]=[C:22]([C:26]([F:28])([F:27])[F:29])[CH:21]=3)[C:11]([CH3:30])=[C:10]2[C:31]([CH:33]2[CH2:35][CH2:34]2)=[O:32])=[CH:5][CH:4]=1)#[N:2]. (7) Given the reactants [NH2:1][C:2]1[C:3]([CH3:25])=[C:4]2[C:10]([CH:11]3[CH2:16][CH2:15][N:14]([C:17]([O:19][C:20]([CH3:23])([CH3:22])[CH3:21])=[O:18])[CH2:13][CH2:12]3)=[CH:9][N:8]([CH3:24])[C:5]2=[N:6][CH:7]=1.C(N(CC)CC)C.[C:33]([C:35]1[CH:36]=[C:37]([CH:41]=[CH:42][CH:43]=1)[C:38](Cl)=[O:39])#[N:34], predict the reaction product. The product is: [C:33]([C:35]1[CH:36]=[C:37]([CH:41]=[CH:42][CH:43]=1)[C:38]([NH:1][C:2]1[C:3]([CH3:25])=[C:4]2[C:10]([CH:11]3[CH2:12][CH2:13][N:14]([C:17]([O:19][C:20]([CH3:21])([CH3:22])[CH3:23])=[O:18])[CH2:15][CH2:16]3)=[CH:9][N:8]([CH3:24])[C:5]2=[N:6][CH:7]=1)=[O:39])#[N:34]. (8) Given the reactants C(OC([N:8]1[CH:12]2[CH2:13][CH2:14][CH:9]1[CH:10]([C:38]([OH:40])=O)[CH:11]2[NH:15][S:16]([C:19]1[CH:24]=[CH:23][C:22]([O:25][CH2:26][C:27]2[C:36]3[C:31](=[CH:32][CH:33]=[CH:34][CH:35]=3)[N:30]=[C:29]([CH3:37])[CH:28]=2)=[CH:21][CH:20]=1)(=[O:18])=[O:17])=O)(C)(C)C.[NH2:41][OH:42].C(O)(C(F)(F)F)=O.C(Cl)Cl, predict the reaction product. The product is: [OH:42][NH:41][C:38]([CH:10]1[CH:11]([NH:15][S:16]([C:19]2[CH:24]=[CH:23][C:22]([O:25][CH2:26][C:27]3[C:36]4[C:31](=[CH:32][CH:33]=[CH:34][CH:35]=4)[N:30]=[C:29]([CH3:37])[CH:28]=3)=[CH:21][CH:20]=2)(=[O:17])=[O:18])[CH:12]2[NH:8][CH:9]1[CH2:14][CH2:13]2)=[O:40]. (9) Given the reactants [CH3:1][S:2](Cl)(=[O:4])=[O:3].[F:6][C:7]([F:34])([F:33])[C:8]1[N:12]2[N:13]=[C:14]([N:17]3[CH2:22][CH2:21][CH:20]([C:23]4[CH:32]=[CH:31][C:26]([O:27][CH2:28][CH2:29][OH:30])=[CH:25][CH:24]=4)[CH2:19][CH2:18]3)[CH2:15][CH2:16][C:11]2=[N:10][N:9]=1.C(N(CC)CC)C, predict the reaction product. The product is: [CH3:1][S:2]([O:30][CH2:29][CH2:28][O:27][C:26]1[CH:31]=[CH:32][C:23]([CH:20]2[CH2:21][CH2:22][N:17]([C:14]3[CH2:15][CH2:16][C:11]4[N:12]([C:8]([C:7]([F:6])([F:33])[F:34])=[N:9][N:10]=4)[N:13]=3)[CH2:18][CH2:19]2)=[CH:24][CH:25]=1)(=[O:4])=[O:3]. (10) Given the reactants C[O:2][C:3](=[O:21])/[CH:4]=[CH:5]/[C:6]1[CH:11]=[C:10]([Cl:12])[CH:9]=[CH:8][C:7]=1[NH:13][C:14]([O:16][C:17]([CH3:20])([CH3:19])[CH3:18])=[O:15].[OH-].[Na+], predict the reaction product. The product is: [C:17]([O:16][C:14]([NH:13][C:7]1[CH:8]=[CH:9][C:10]([Cl:12])=[CH:11][C:6]=1/[CH:5]=[CH:4]/[C:3]([OH:21])=[O:2])=[O:15])([CH3:20])([CH3:18])[CH3:19].